From a dataset of Retrosynthesis with 50K atom-mapped reactions and 10 reaction types from USPTO. Predict the reactants needed to synthesize the given product. (1) Given the product CC(C)(C)COc1c(/C=C/c2nc3sccn3c2C(=O)Nc2nc3c(s2)CCC3)cccc1OC(F)F, predict the reactants needed to synthesize it. The reactants are: CC(C)(C)COc1c(/C=C/c2nc3sccn3c2C(=O)O)cccc1OC(F)F.Nc1nc2c(s1)CCC2. (2) Given the product NNc1ccc(F)c(-c2nc(NC3CCC(F)(F)CC3)nc(NC3CCC(F)(F)CC3)n2)n1, predict the reactants needed to synthesize it. The reactants are: Fc1ccc(F)c(-c2nc(NC3CCC(F)(F)CC3)nc(NC3CCC(F)(F)CC3)n2)n1.NN.